Dataset: Reaction yield outcomes from USPTO patents with 853,638 reactions. Task: Predict the reaction yield, written as a fraction of the theoretical maximum amount of product (1.0 means a 100% yield; for example, 0.34 means a 34% yield). (1) The product is [CH2:13]([C:15]1[N:16]([C:40]2[CH:45]=[CH:44][C:43]([O:46][C:47]([CH3:52])([CH3:51])[CH2:48][O:49][CH3:50])=[CH:42][CH:41]=2)[C:17](=[O:39])[C:18]([CH2:24][C:25]2[CH:26]=[CH:27][C:28]([C:31]3[CH:36]=[CH:35][CH:34]=[CH:33][C:32]=3[C:37]3[NH:3][C:4](=[O:7])[O:5][N:38]=3)=[CH:29][CH:30]=2)=[C:19]([CH2:21][CH2:22][CH3:23])[N:20]=1)[CH3:14]. The reactants are [Cl-].O[NH3+:3].[C:4](=[O:7])([O-])[OH:5].[Na+].CS(C)=O.[CH2:13]([C:15]1[N:16]([C:40]2[CH:45]=[CH:44][C:43]([O:46][C:47]([CH3:52])([CH3:51])[CH2:48][O:49][CH3:50])=[CH:42][CH:41]=2)[C:17](=[O:39])[C:18]([CH2:24][C:25]2[CH:30]=[CH:29][C:28]([C:31]3[C:32]([C:37]#[N:38])=[CH:33][CH:34]=[CH:35][CH:36]=3)=[CH:27][CH:26]=2)=[C:19]([CH2:21][CH2:22][CH3:23])[N:20]=1)[CH3:14]. The catalyst is O. The yield is 0.610. (2) The reactants are C[O:2][C:3](=[O:22])[CH:4]([C:11]1[CH:16]=[CH:15][C:14]([S:17]([CH3:20])(=[O:19])=[O:18])=[C:13]([Cl:21])[CH:12]=1)[CH2:5][CH:6]1[CH2:10][CH2:9][CH2:8][CH2:7]1.C(OC(=O)C(C1C=CC(S(C)(=O)=O)=C(Cl)C=1)CC1CCCC1)C.[OH-].[K+]. The catalyst is C(O)C.O. The product is [Cl:21][C:13]1[CH:12]=[C:11]([CH:4]([CH2:5][CH:6]2[CH2:10][CH2:9][CH2:8][CH2:7]2)[C:3]([OH:22])=[O:2])[CH:16]=[CH:15][C:14]=1[S:17]([CH3:20])(=[O:19])=[O:18]. The yield is 0.820. (3) The reactants are [CH2:1]([O:8][C:9]([NH:11][C@@H:12]([CH2:20][C:21]1[CH:26]=[CH:25][C:24]([C:27]2[N:32]=[CH:31][C:30]([Br:33])=[CH:29][N:28]=2)=[CH:23][CH:22]=1)[C:13]([O:15]C(C)(C)C)=[O:14])=[O:10])[C:2]1[CH:7]=[CH:6][CH:5]=[CH:4][CH:3]=1.C(O)(C(F)(F)F)=O. The catalyst is C(Cl)Cl.C1(C)C=CC=CC=1. The product is [CH2:1]([O:8][C:9]([NH:11][C@@H:12]([CH2:20][C:21]1[CH:26]=[CH:25][C:24]([C:27]2[N:32]=[CH:31][C:30]([Br:33])=[CH:29][N:28]=2)=[CH:23][CH:22]=1)[C:13]([OH:15])=[O:14])=[O:10])[C:2]1[CH:7]=[CH:6][CH:5]=[CH:4][CH:3]=1. The yield is 1.00.